From a dataset of Forward reaction prediction with 1.9M reactions from USPTO patents (1976-2016). Predict the product of the given reaction. (1) Given the reactants [CH2:1]([Mg]Br)[CH3:2].[C:5]([O:9][C:10]([NH:12][C@@H:13]1[CH2:19][CH2:18][C@@H:17]([C:20]2[CH:25]=[CH:24][CH:23]=[C:22]([F:26])[C:21]=2[F:27])[CH2:16][N:15]2[C:28]([C:31]([O:33]C)=O)=[CH:29][N:30]=[C:14]12)=[O:11])([CH3:8])([CH3:7])[CH3:6], predict the reaction product. The product is: [F:27][C:21]1[C:22]([F:26])=[CH:23][CH:24]=[CH:25][C:20]=1[C@H:17]1[CH2:16][N:15]2[C:28]([C:31]3([OH:33])[CH2:2][CH2:1]3)=[CH:29][N:30]=[C:14]2[C@H:13]([NH:12][C:10](=[O:11])[O:9][C:5]([CH3:7])([CH3:8])[CH3:6])[CH2:19][CH2:18]1. (2) Given the reactants [C:1]([NH:4][C:5]1[CH:10]=[CH:9][C:8]([C:11](=[O:14])[CH2:12]Br)=[CH:7][CH:6]=1)(=[O:3])[CH3:2].C([O-])=[O:16].[K+].C(=O)(O)[O-].[Na+], predict the reaction product. The product is: [C:1]([NH:4][C:5]1[CH:10]=[CH:9][C:8]([C:11](=[O:14])[CH2:12][OH:16])=[CH:7][CH:6]=1)(=[O:3])[CH3:2]. (3) Given the reactants [Cl:1][C:2]1[N:6]2[CH:7]=[C:8]([C:11]([F:14])([F:13])[F:12])[CH:9]=[CH:10][C:5]2=[N:4][C:3]=1[NH:15][C:16](=[O:22])[O:17][C:18]([CH3:21])([CH3:20])[CH3:19].[H-].[Na+].[C:25]1([S:31](Cl)(=[O:33])=[O:32])[CH:30]=[CH:29][CH:28]=[CH:27][CH:26]=1, predict the reaction product. The product is: [C:18]([O:17][C:16]([N:15]([C:3]1[N:4]=[C:5]2[CH:10]=[CH:9][C:8]([C:11]([F:12])([F:14])[F:13])=[CH:7][N:6]2[C:2]=1[Cl:1])[S:31]([C:25]1[CH:30]=[CH:29][CH:28]=[CH:27][CH:26]=1)(=[O:33])=[O:32])=[O:22])([CH3:19])([CH3:21])[CH3:20]. (4) Given the reactants C(NC1C=CC(C2C=C3C(CN([C@@H](C(C)C)C(O)=O)C3=O)=CC=2)=CC=1)(=O)C1C=CC=CC=1.[CH3:33][O:34][C:35]1[CH:67]=[CH:66][CH:65]=[CH:64][C:36]=1[C:37]([NH:39][C:40]1[CH:45]=[CH:44][C:43]([C:46]2[CH:54]=[C:53]3[C:49]([CH2:50][N:51]([C@@H:56]([CH:61]([CH3:63])[CH3:62])[C:57]([O:59]C)=[O:58])[C:52]3=[O:55])=[CH:48][CH:47]=2)=[CH:42][CH:41]=1)=[O:38], predict the reaction product. The product is: [CH3:33][O:34][C:35]1[CH:67]=[CH:66][CH:65]=[CH:64][C:36]=1[C:37]([NH:39][C:40]1[CH:41]=[CH:42][C:43]([C:46]2[CH:54]=[C:53]3[C:49]([CH2:50][N:51]([C@@H:56]([CH:61]([CH3:63])[CH3:62])[C:57]([OH:59])=[O:58])[C:52]3=[O:55])=[CH:48][CH:47]=2)=[CH:44][CH:45]=1)=[O:38]. (5) Given the reactants ClC1N=C(C2SC(C(C)C)=NC=2C2C=C(NS(C3C(F)=CC=CC=3F)(=O)=O)C=CC=2)C=CN=1.[Cl:34][C:35]1[N:40]=[C:39]([C:41]2[S:45][C:44]([N:46]3[CH2:51][CH2:50][O:49][CH2:48][CH2:47]3)=[N:43][C:42]=2[C:52]2[C:53]([F:59])=[C:54]([CH:56]=[CH:57][CH:58]=2)[NH2:55])[CH:38]=[CH:37][N:36]=1.[O:60]1[CH:64]=[CH:63][CH:62]=[C:61]1[S:65](Cl)(=[O:67])=[O:66], predict the reaction product. The product is: [Cl:34][C:35]1[N:40]=[C:39]([C:41]2[S:45][C:44]([N:46]3[CH2:47][CH2:48][O:49][CH2:50][CH2:51]3)=[N:43][C:42]=2[C:52]2[C:53]([F:59])=[C:54]([NH:55][S:65]([C:61]3[O:60][CH:64]=[CH:63][CH:62]=3)(=[O:67])=[O:66])[CH:56]=[CH:57][CH:58]=2)[CH:38]=[CH:37][N:36]=1. (6) The product is: [Cl:1][C:2]1[CH:3]=[N:4][CH:5]=[C:6]([Cl:27])[C:7]=1[NH:8][C:9]1[C:18]2[C:13](=[C:14]([O:21][CH2:22][C:23]([NH:33][OH:32])=[O:24])[C:15]([O:19][CH3:20])=[CH:16][CH:17]=2)[O:12][C:11](=[O:26])[CH:10]=1. Given the reactants [Cl:1][C:2]1[CH:3]=[N:4][CH:5]=[C:6]([Cl:27])[C:7]=1[NH:8][C:9]1[C:18]2[C:13](=[C:14]([O:21][CH2:22][C:23](O)=[O:24])[C:15]([O:19][CH3:20])=[CH:16][CH:17]=2)[O:12][C:11](=[O:26])[CH:10]=1.[Si]([O:32][NH2:33])(C)(C)C, predict the reaction product. (7) The product is: [N:27]([CH2:21][CH2:20][CH:17]1[CH2:18][CH2:19][N:14]([C:12](=[NH:13])[NH:11][C:9]([O:8][CH2:1][C:2]2[CH:7]=[CH:6][CH:5]=[CH:4][CH:3]=2)=[O:10])[CH2:15][CH2:16]1)=[N+:28]=[N-:29]. Given the reactants [CH2:1]([O:8][C:9]([NH:11][C:12]([N:14]1[CH2:19][CH2:18][CH:17]([CH2:20][CH2:21]OS(C)(=O)=O)[CH2:16][CH2:15]1)=[NH:13])=[O:10])[C:2]1[CH:7]=[CH:6][CH:5]=[CH:4][CH:3]=1.[N-:27]=[N+:28]=[N-:29].[Na+].O, predict the reaction product.